This data is from Forward reaction prediction with 1.9M reactions from USPTO patents (1976-2016). The task is: Predict the product of the given reaction. The product is: [C:1]1([N:7]2[C:11]3[CH:12]=[C:13]([C:16]#[N:18])[CH:14]=[CH:15][C:10]=3[N:9]=[CH:8]2)[CH:6]=[CH:5][CH:4]=[CH:3][CH:2]=1. Given the reactants [C:1]1([N:7]2[C:11]3[CH:12]=[C:13]([CH:16]=O)[CH:14]=[CH:15][C:10]=3[N:9]=[CH:8]2)[CH:6]=[CH:5][CH:4]=[CH:3][CH:2]=1.[NH3:18].II, predict the reaction product.